From a dataset of Retrosynthesis with 50K atom-mapped reactions and 10 reaction types from USPTO. Predict the reactants needed to synthesize the given product. Given the product Nc1ncc(N2CCOCC2)s1, predict the reactants needed to synthesize it. The reactants are: C1COCCN1.Nc1ncc(Br)s1.